The task is: Regression. Given two drug SMILES strings and cell line genomic features, predict the synergy score measuring deviation from expected non-interaction effect.. This data is from NCI-60 drug combinations with 297,098 pairs across 59 cell lines. (1) Drug 1: C1CCC(CC1)NC(=O)N(CCCl)N=O. Drug 2: C#CCC(CC1=CN=C2C(=N1)C(=NC(=N2)N)N)C3=CC=C(C=C3)C(=O)NC(CCC(=O)O)C(=O)O. Cell line: HS 578T. Synergy scores: CSS=7.76, Synergy_ZIP=-4.35, Synergy_Bliss=-2.49, Synergy_Loewe=-7.80, Synergy_HSA=-3.13. (2) Drug 1: C1=NC2=C(N=C(N=C2N1C3C(C(C(O3)CO)O)O)F)N. Drug 2: CC1=C2C(C(=O)C3(C(CC4C(C3C(C(C2(C)C)(CC1OC(=O)C(C(C5=CC=CC=C5)NC(=O)OC(C)(C)C)O)O)OC(=O)C6=CC=CC=C6)(CO4)OC(=O)C)O)C)O. Cell line: UACC62. Synergy scores: CSS=0.602, Synergy_ZIP=-0.445, Synergy_Bliss=0.665, Synergy_Loewe=-4.45, Synergy_HSA=-5.14. (3) Drug 1: C1=NC2=C(N=C(N=C2N1C3C(C(C(O3)CO)O)F)Cl)N. Drug 2: C1=CN(C=N1)CC(O)(P(=O)(O)O)P(=O)(O)O. Cell line: UACC62. Synergy scores: CSS=1.04, Synergy_ZIP=-1.11, Synergy_Bliss=-0.845, Synergy_Loewe=-1.77, Synergy_HSA=-0.809. (4) Drug 1: C1C(C(OC1N2C=NC3=C(N=C(N=C32)Cl)N)CO)O. Drug 2: C1=CN(C=N1)CC(O)(P(=O)(O)O)P(=O)(O)O. Cell line: SK-OV-3. Synergy scores: CSS=7.17, Synergy_ZIP=-4.84, Synergy_Bliss=0.0205, Synergy_Loewe=-4.75, Synergy_HSA=-1.42.